This data is from Peptide-MHC class I binding affinity with 185,985 pairs from IEDB/IMGT. The task is: Regression. Given a peptide amino acid sequence and an MHC pseudo amino acid sequence, predict their binding affinity value. This is MHC class I binding data. The peptide sequence is EKPKFLPDL. The MHC is HLA-B08:01 with pseudo-sequence HLA-B08:01. The binding affinity (normalized) is 0.0847.